Predict the product of the given reaction. From a dataset of Forward reaction prediction with 1.9M reactions from USPTO patents (1976-2016). (1) The product is: [CH3:42][O:41][C:33]1[C:32]([O:43][S:8](=[O:11])(=[O:10])[NH2:9])=[CH:31][C:30]2[CH2:29][CH2:28][CH:27]3[CH:36]([CH2:37][CH2:38][C:39]4([CH3:40])[CH:26]3[CH2:25][CH2:24][CH:23]4[O:22][CH2:21][CH2:20][O:19][S:8](=[O:11])(=[O:10])[NH2:9])[C:35]=2[CH:34]=1. Given the reactants C1(C)C=CC=CC=1.[S:8](Cl)(=[O:11])(=[O:10])[NH2:9].CC(N(C)C)=O.[OH:19][CH2:20][CH2:21][O:22][CH:23]1[C:39]2([CH3:40])[CH:26]([CH:27]3[CH:36]([CH2:37][CH2:38]2)[C:35]2[CH:34]=[C:33]([O:41][CH3:42])[C:32]([OH:43])=[CH:31][C:30]=2[CH2:29][CH2:28]3)[CH2:25][CH2:24]1, predict the reaction product. (2) Given the reactants [Br:1][C:2]1[CH:7]=[CH:6][N:5]=[C:4](Cl)[CH:3]=1.[C@H:9]1([NH2:16])[CH2:14][CH2:13][C@H:12]([NH2:15])[CH2:11][CH2:10]1, predict the reaction product. The product is: [Br:1][C:2]1[CH:7]=[CH:6][N:5]=[C:4]([NH:15][C@H:12]2[CH2:13][CH2:14][C@H:9]([NH2:16])[CH2:10][CH2:11]2)[CH:3]=1. (3) Given the reactants [O:1]([C:8]1[CH:9]=[C:10]([NH:14][CH2:15][C:16]2[CH:21]=[CH:20][CH:19]=[C:18]([O:22][C:23]([F:28])([F:27])[CH:24]([F:26])[F:25])[CH:17]=2)[CH:11]=[CH:12][CH:13]=1)[C:2]1[CH:7]=[CH:6][CH:5]=[CH:4][CH:3]=1.[F:29][C:30]([F:35])([F:34])[CH:31]1[O:33][CH2:32]1.FC(F)(F)S([O-])(=O)=O.[Yb+3].FC(F)(F)S([O-])(=O)=O.FC(F)(F)S([O-])(=O)=O, predict the reaction product. The product is: [O:1]([C:8]1[CH:9]=[C:10]([N:14]([CH2:15][C:16]2[CH:21]=[CH:20][CH:19]=[C:18]([O:22][C:23]([F:27])([F:28])[CH:24]([F:25])[F:26])[CH:17]=2)[CH2:32][CH:31]([OH:33])[C:30]([F:35])([F:34])[F:29])[CH:11]=[CH:12][CH:13]=1)[C:2]1[CH:7]=[CH:6][CH:5]=[CH:4][CH:3]=1. (4) Given the reactants [Cl:1][C:2]1[C:3]([NH:15][CH:16]2[CH2:23][CH:19]3[CH2:20][NH:21][CH2:22][CH:18]3[CH2:17]2)=[N:4][C:5]([NH:8][C:9]2[CH:10]=[N:11][N:12]([CH3:14])[CH:13]=2)=[N:6][CH:7]=1.[C:24]([CH2:26][C:27](O)=[O:28])#[N:25].CN(C(ON1N=NC2C=CC=NC1=2)=[N+](C)C)C.F[P-](F)(F)(F)(F)F.CCN(CC)CC, predict the reaction product. The product is: [Cl:1][C:2]1[C:3]([NH:15][CH:16]2[CH2:23][CH:19]3[CH2:20][N:21]([C:27](=[O:28])[CH2:26][C:24]#[N:25])[CH2:22][CH:18]3[CH2:17]2)=[N:4][C:5]([NH:8][C:9]2[CH:10]=[N:11][N:12]([CH3:14])[CH:13]=2)=[N:6][CH:7]=1. (5) Given the reactants [CH3:1][O:2][C:3]1[C:8]2[CH2:9][CH2:10][CH:11]([NH:14][CH2:15][CH2:16][O:17][CH3:18])[CH2:12][CH2:13][C:7]=2[CH:6]=[CH:5][C:4]=1[NH2:19].Cl[C:21]1[N:26]=[C:25]([NH:27][C:28]2[CH:33]=[CH:32][CH:31]=[CH:30][C:29]=2[S:34]([N:37]2[CH2:41][CH2:40][CH:39]([OH:42])[CH2:38]2)(=[O:36])=[O:35])[C:24]([Cl:43])=[CH:23][N:22]=1, predict the reaction product. The product is: [Cl:43][C:24]1[C:25]([NH:27][C:28]2[CH:33]=[CH:32][CH:31]=[CH:30][C:29]=2[S:34]([N:37]2[CH2:41][CH2:40][CH:39]([OH:42])[CH2:38]2)(=[O:35])=[O:36])=[N:26][C:21]([NH:19][C:4]2[CH:5]=[CH:6][C:7]3[CH2:13][CH2:12][CH:11]([NH:14][CH2:15][CH2:16][O:17][CH3:18])[CH2:10][CH2:9][C:8]=3[C:3]=2[O:2][CH3:1])=[N:22][CH:23]=1. (6) Given the reactants [C:1]([C:3]1(C(O)=O)[CH2:8][CH2:7][O:6][CH2:5][CH2:4]1)#[N:2].C1C=CC(P(N=[N+]=[N-])(C2C=CC=CC=2)=[O:19])=CC=1.C([N:31]([CH2:34]C)CC)C.[Cl-].[Na+].[C:38]([OH:42])([CH3:41])([CH3:40])[CH3:39], predict the reaction product. The product is: [C:1]([C:3]1([NH:31][C:34](=[O:19])[O:42][C:38]([CH3:41])([CH3:40])[CH3:39])[CH2:4][CH2:5][O:6][CH2:7][CH2:8]1)#[N:2].